From a dataset of Catalyst prediction with 721,799 reactions and 888 catalyst types from USPTO. Predict which catalyst facilitates the given reaction. (1) Reactant: [F:1][C:2]1[CH:3]=[C:4]([C:10]2[N:14]([C:15]3[CH:20]=[CH:19][C:18]([O:21][CH3:22])=[CH:17][CH:16]=3)[N:13]=[C:12]([CH:23]3[CH2:28][CH2:27][NH:26][CH2:25][CH2:24]3)[CH:11]=2)[CH:5]=[CH:6][C:7]=1[O:8][CH3:9].ClC(Cl)(O[C:33](=[O:39])OC(Cl)(Cl)Cl)Cl.[CH2:41]([N:43](CC)CC)C.Cl.CNO. Product: [F:1][C:2]1[CH:3]=[C:4]([C:10]2[N:14]([C:15]3[CH:16]=[CH:17][C:18]([O:21][CH3:22])=[CH:19][CH:20]=3)[N:13]=[C:12]([CH:23]3[CH2:28][CH2:27][N:26]([C:33](=[O:39])[NH:43][CH3:41])[CH2:25][CH2:24]3)[CH:11]=2)[CH:5]=[CH:6][C:7]=1[O:8][CH3:9]. The catalyst class is: 7. (2) Reactant: C[O:2][C:3]([CH:5]1[N:10]([S:11]([CH3:14])(=[O:13])=[O:12])[CH2:9][CH2:8][N:7]([C:15]([O:17][C:18]([CH3:21])([CH3:20])[CH3:19])=[O:16])[CH2:6]1)=O.[H-].[Al+3].[Li+].[H-].[H-].[H-]. Product: [C:18]([O:17][C:15]([N:7]1[CH2:8][CH2:9][N:10]([S:11]([CH3:14])(=[O:13])=[O:12])[CH:5]([CH2:3][OH:2])[CH2:6]1)=[O:16])([CH3:21])([CH3:20])[CH3:19]. The catalyst class is: 1. (3) Reactant: [OH:1][C:2]([CH3:25])([CH3:24])[CH2:3][C:4]1[C:12]2[C:11]([NH:13][C@@H:14]3[CH2:19][CH2:18][CH2:17][N:16]([C:20](=[O:23])[CH:21]=[CH2:22])[CH2:15]3)=[N:10][CH:9]=[N:8][C:7]=2[NH:6][CH:5]=1.CC(O)(C)CC1C2C(N[C@@H]3CCCNC3)=NC=NC=2NC=1.CCN(C(C)C)C(C)C.C(Cl)(=O)C=C. Product: [OH:1][C:2]([CH3:25])([CH3:24])[CH2:3][C:4]1[C:12]2[C:11]([NH:13][CH:14]3[CH2:19][CH2:18][CH2:17][N:16]([C:20](=[O:23])[CH:21]=[CH2:22])[CH2:15]3)=[N:10][CH:9]=[N:8][C:7]=2[NH:6][CH:5]=1. The catalyst class is: 2.